Task: Predict which catalyst facilitates the given reaction.. Dataset: Catalyst prediction with 721,799 reactions and 888 catalyst types from USPTO (1) Reactant: [CH2:1]([NH:3][C:4]([NH:6][C:7]1[CH:12]=[CH:11][C:10]([C:13]2[N:14]=[C:15]([N:22]3[CH2:27][CH2:26][O:25][CH2:24][C@@H:23]3[CH3:28])[C:16]3[CH2:21][NH:20][CH2:19][C:17]=3[N:18]=2)=[CH:9][CH:8]=1)=[O:5])[CH3:2].C(N(CC)CC)C.[CH3:36][S:37](Cl)(=[O:39])=[O:38]. Product: [CH2:1]([NH:3][C:4]([NH:6][C:7]1[CH:12]=[CH:11][C:10]([C:13]2[N:14]=[C:15]([N:22]3[CH2:27][CH2:26][O:25][CH2:24][C@@H:23]3[CH3:28])[C:16]3[CH2:21][N:20]([S:37]([CH3:36])(=[O:39])=[O:38])[CH2:19][C:17]=3[N:18]=2)=[CH:9][CH:8]=1)=[O:5])[CH3:2]. The catalyst class is: 23. (2) Reactant: CCN([CH:7]([CH3:9])C)C(C)C.C(NCCCC)CCC.CN(C(ON1N=NC2C=CC=CC1=2)=[N+](C)C)C.F[P-](F)(F)(F)(F)F.N1[C:51]2[C:46](=[CH:47][CH:48]=[CH:49]C=2)[C:45]([C:52]([OH:54])=[O:53])=N1. Product: [CH3:49][CH2:48][CH2:47][CH:46]([CH3:51])[CH3:45].[C:52]([O:54][CH2:7][CH3:9])(=[O:53])[CH3:45]. The catalyst class is: 9. (3) Reactant: [CH2:1]([C@H:5]1[C@@H:14]([NH2:15])[CH2:13][CH2:12][C:7]2([O:11][CH2:10][CH2:9][O:8]2)[CH2:6]1)[CH2:2][CH2:3][CH3:4].C([O-])([O-])=O.[K+].[K+].Cl[C:23]([O:25][CH2:26][C:27]1[CH:32]=[CH:31][CH:30]=[CH:29][CH:28]=1)=[O:24]. Product: [CH2:1]([C@@H:5]1[C@@H:14]([NH:15][C:23](=[O:24])[O:25][CH2:26][C:27]2[CH:32]=[CH:31][CH:30]=[CH:29][CH:28]=2)[CH2:13][CH2:12][C:7]2([O:8][CH2:9][CH2:10][O:11]2)[CH2:6]1)[CH2:2][CH2:3][CH3:4]. The catalyst class is: 2. (4) Reactant: C(O[CH:4]=[C:5]([C:11]([O:13]CC)=O)[C:6]([O:8][CH2:9][CH3:10])=[O:7])C.[N:16]1([NH2:21])[CH:20]=[CH:19][CH:18]=[CH:17]1.C1(OC2C=CC=CC=2)C=CC=CC=1. Product: [O:13]=[C:11]1[C:5]([C:6]([O:8][CH2:9][CH3:10])=[O:7])=[CH:4][NH:21][N:16]2[CH:20]=[CH:19][CH:18]=[C:17]12. The catalyst class is: 8. (5) Reactant: CS(O[CH2:6][CH2:7][C:8]1[CH:13]=[CH:12][C:11]([N+:14]([O-:16])=[O:15])=[CH:10][CH:9]=1)(=O)=O.C(=O)([O-])[O-].[K+].[K+].[C:23]([O:27][CH3:28])(=[O:26])[CH2:24][SH:25]. Product: [CH3:28][O:27][C:23](=[O:26])[CH2:24][S:25][CH2:6][CH2:7][C:8]1[CH:9]=[CH:10][C:11]([N+:14]([O-:16])=[O:15])=[CH:12][CH:13]=1. The catalyst class is: 5. (6) Reactant: [NH:1]1[C:9]2[C:4](=[CH:5][CH:6]=[CH:7][CH:8]=2)[CH:3]=[C:2]1[C:10]1[CH:15]=[CH:14][CH:13]=[CH:12][C:11]=1[NH2:16].[C:17]([C:21]1[CH:26]=[CH:25][C:24]([N:27]=[C:28]=[O:29])=[CH:23][CH:22]=1)([CH3:20])([CH3:19])[CH3:18].CCCCCC. Product: [NH:1]1[C:9]2[C:4](=[CH:5][CH:6]=[CH:7][CH:8]=2)[CH:3]=[C:2]1[C:10]1[CH:15]=[CH:14][CH:13]=[CH:12][C:11]=1[NH:16][C:28]([NH:27][C:24]1[CH:25]=[CH:26][C:21]([C:17]([CH3:20])([CH3:19])[CH3:18])=[CH:22][CH:23]=1)=[O:29]. The catalyst class is: 4.